The task is: Predict the reaction yield, written as a fraction of the theoretical maximum amount of product (1.0 means a 100% yield; for example, 0.34 means a 34% yield).. This data is from Reaction yield outcomes from USPTO patents with 853,638 reactions. (1) The reactants are [Cl:1][C:2]1[C:3]([F:27])=[C:4]([N:8]2[C:16]([C:18]3[CH:23]=[CH:22][C:21]([NH2:24])=[C:20]([NH2:25])[CH:19]=3)([OH:17])[C:15]3[C:10](=[CH:11][CH:12]=[CH:13][CH:14]=3)[C:9]2=[O:26])[CH:5]=[CH:6][CH:7]=1.[C:28](N1C=CN=C1)(N1C=CN=C1)=[S:29]. The catalyst is O1CCCC1. The product is [Cl:1][C:2]1[C:3]([F:27])=[C:4]([N:8]2[C:16]([OH:17])([C:18]3[CH:23]=[CH:22][C:21]4[NH:24][C:28](=[S:29])[NH:25][C:20]=4[CH:19]=3)[C:15]3[C:10](=[CH:11][CH:12]=[CH:13][CH:14]=3)[C:9]2=[O:26])[CH:5]=[CH:6][CH:7]=1. The yield is 0.840. (2) The reactants are [CH:1]([O:4][C:5]1[CH:13]=[CH:12][C:8]([C:9]([OH:11])=O)=[CH:7][CH:6]=1)([CH3:3])[CH3:2].Cl.CN(C)CCCN=C=NCC.O.ON1C2C=CC=CC=2N=N1.O[NH:38][C:39](=[NH:48])[C:40]1[CH:45]=[CH:44][C:43]([CH2:46][OH:47])=[CH:42][CH:41]=1. The catalyst is CN(C=O)C. The product is [CH:1]([O:4][C:5]1[CH:6]=[CH:7][C:8]([C:9]2[O:11][N:48]=[C:39]([C:40]3[CH:45]=[CH:44][C:43]([CH2:46][OH:47])=[CH:42][CH:41]=3)[N:38]=2)=[CH:12][CH:13]=1)([CH3:2])[CH3:3]. The yield is 0.580. (3) The reactants are [NH2:1][C@@H:2]([C:13]([OH:15])=[O:14])[CH2:3][C:4]1[C:12]2[C:7](=[CH:8][CH:9]=[CH:10][CH:11]=2)[NH:6][CH:5]=1.[CH:16]1[C:21]([CH:22]=O)=[CH:20][C:19]2[O:24][CH2:25][O:26][C:18]=2[CH:17]=1.[ClH:27]. The catalyst is C(#N)C. The product is [ClH:27].[CH2:25]1[O:26][C:18]2[CH:17]=[CH:16][C:21]([C@@H:22]3[C:5]4[NH:6][C:7]5[C:12]([C:4]=4[CH2:3][C@H:2]([C:13]([OH:15])=[O:14])[NH:1]3)=[CH:11][CH:10]=[CH:9][CH:8]=5)=[CH:20][C:19]=2[O:24]1. The yield is 0.998. (4) The product is [NH2:12][C:10]1[S:11][CH:2]=[C:3]([C:4]([CH3:7])([CH3:6])[CH3:5])[N:9]=1. The catalyst is C(O)C. The yield is 0.909. The reactants are Br[CH2:2][C:3](=O)[C:4]([CH3:7])([CH3:6])[CH3:5].[NH2:9][C:10]([NH2:12])=[S:11].C(=O)([O-])O.[Na+]. (5) The product is [OH:10][CH2:9][CH2:8][C:4]1[CH:3]=[C:2]([N:12]2[CH2:13][CH2:14][O:18][C:17]2=[O:20])[CH:7]=[CH:6][CH:5]=1. The yield is 0.640. The reactants are Br[C:2]1[CH:3]=[C:4]([CH2:8][CH2:9][OH:10])[CH:5]=[CH:6][CH:7]=1.C[NH:12][CH2:13][CH2:14]NC.[C:17](=[O:20])([O-])[O-:18].[K+].[K+].[Cl-].[NH4+]. The catalyst is O1CCOCC1.[Cu]I. (6) The reactants are [NH2:1][C:2]1[S:3][CH:4]=[C:5]([CH2:7][OH:8])[N:6]=1.[C:9](OC(=O)C)(=[O:11])[CH3:10].[O:16]1CCO[CH2:18][CH2:17]1. No catalyst specified. The product is [C:9]([O:8][CH2:7][C:5]1[N:6]=[C:2]([NH:1][C:17](=[O:16])[CH3:18])[S:3][CH:4]=1)(=[O:11])[CH3:10]. The yield is 0.300. (7) The reactants are [CH:1]1([CH2:4][C:5]2[C:6](C(C3C=C(C=C(C)C=3)C#N)=O)=[C:7]([CH:13]([CH3:15])[CH3:14])[C:8](=[O:12])NC=2C)[CH2:3][CH2:2]1.C1(CC2C(C)=NC(OC)=C(C(C)C)[C:36]=2[C:37](C2C=C(C=C(C)C=2)C#N)=[O:38])CC1.C(#N)C.C[OH:58]. The catalyst is C(Br)(=O)C.C(O)(C)C.O. The product is [CH2:37]([O:38][C:8](=[O:12])[CH:7]([CH:13]([CH3:14])[CH3:15])[C:6](=[O:58])[CH2:5][CH2:4][CH:1]1[CH2:2][CH2:3]1)[CH3:36]. The yield is 0.760.